From a dataset of Full USPTO retrosynthesis dataset with 1.9M reactions from patents (1976-2016). Predict the reactants needed to synthesize the given product. (1) Given the product [C:13]([C:9]1[CH:8]=[C:7]2[C:12](=[CH:11][CH:10]=1)[CH:3]([N:2]([CH:21]([CH3:22])[CH3:23])[CH3:1])[CH2:4][CH2:5][C:6]2([CH3:19])[CH3:20])#[CH:14], predict the reactants needed to synthesize it. The reactants are: [CH3:1][N:2]([CH:21]([CH3:23])[CH3:22])[CH:3]1[C:12]2[C:7](=[CH:8][C:9]([C:13]#[C:14][Si](C)(C)C)=[CH:10][CH:11]=2)[C:6]([CH3:20])([CH3:19])[CH2:5][CH2:4]1.CO.C(=O)([O-])[O-].[K+].[K+]. (2) Given the product [CH2:1]([N:8]1[CH:12]=[C:11]([CH:13]=[O:14])[C:10]([CH:15]([CH2:18][CH3:19])[CH2:16][CH3:17])=[N:9]1)[C:2]1[CH:3]=[CH:4][CH:5]=[CH:6][CH:7]=1, predict the reactants needed to synthesize it. The reactants are: [CH2:1]([N:8]1[CH:12]=[C:11]([CH2:13][OH:14])[C:10]([CH:15]([CH2:18][CH3:19])[CH2:16][CH3:17])=[N:9]1)[C:2]1[CH:7]=[CH:6][CH:5]=[CH:4][CH:3]=1. (3) Given the product [C:40]([O:44][C:21]([NH:18][C:5]1[CH:9]=[C:10]([CH:11]=[C:3]([O:2][CH3:1])[CH:4]=1)[C:12]([O:14][CH3:15])=[O:13])=[O:30])([CH3:43])([CH3:42])[CH3:41], predict the reactants needed to synthesize it. The reactants are: [CH3:1][O:2][C:3]1[CH:4]=[C:5]([CH:9]=[C:10]([C:12]([O:14][CH3:15])=[O:13])[CH:11]=1)C(O)=O.C([N:18]([CH2:21]C)CC)C.C1(P(N=[N+]=[N-])(C2C=CC=CC=2)=[O:30])C=CC=CC=1.[C:40]([OH:44])([CH3:43])([CH3:42])[CH3:41]. (4) Given the product [C:1]([O:5][C:6]([N:8]1[CH2:9][CH2:10][CH:11]([N:14]2[CH:18]=[C:17]([C:19]3[CH:20]=[N:21][C:22]([NH2:34])=[C:23]([C:42]4[N:43]=[CH:44][C:45]5[C:40]([CH:41]=4)=[CH:39][CH:38]=[CH:37][C:36]=5[CH3:35])[CH:24]=3)[CH:16]=[N:15]2)[CH2:12][CH2:13]1)=[O:7])([CH3:4])([CH3:2])[CH3:3], predict the reactants needed to synthesize it. The reactants are: [C:1]([O:5][C:6]([N:8]1[CH2:13][CH2:12][CH:11]([N:14]2[CH:18]=[C:17]([C:19]3[CH:20]=[N:21][C:22]([NH2:34])=[C:23](B4OC(C)(C)C(C)(C)O4)[CH:24]=3)[CH:16]=[N:15]2)[CH2:10][CH2:9]1)=[O:7])([CH3:4])([CH3:3])[CH3:2].[CH3:35][C:36]1[CH:37]=[CH:38][CH:39]=[C:40]2[C:45]=1[CH:44]=[N:43][C:42](OS(C(F)(F)F)(=O)=O)=[CH:41]2.O1CCOCC1.C([O-])([O-])=O.[Cs+].[Cs+].O. (5) The reactants are: [F:1][C:2]1[N:12]=[CH:11][C:5]2[N:6]=[CH:7][NH:8][C:9](=O)[C:4]=2[CH:3]=1.O=P(Cl)(Cl)Cl.[Br:18][C:19]1[CH:20]=[C:21]([CH:23]=[CH:24][CH:25]=1)[NH2:22]. Given the product [Br:18][C:19]1[CH:20]=[C:21]([CH:23]=[CH:24][CH:25]=1)[NH:22][C:9]1[C:4]2[CH:3]=[C:2]([F:1])[N:12]=[CH:11][C:5]=2[N:6]=[CH:7][N:8]=1, predict the reactants needed to synthesize it. (6) Given the product [CH3:5][O:6][C:7]([C:8]1[C:9]([NH:19][C:20]2[CH:25]=[CH:24][CH:23]=[CH:22][C:21]=2[Cl:26])=[C:10]([F:18])[C:11]2=[N:1][O:16][C:14]([CH3:15])=[C:12]2[CH:13]=1)=[O:27], predict the reactants needed to synthesize it. The reactants are: [N-:1]=[N+]=[N-].[Na+].[CH3:5][O:6][C:7](=[O:27])[C:8]1[CH:13]=[C:12]([C:14](=[O:16])[CH3:15])[C:11](F)=[C:10]([F:18])[C:9]=1[NH:19][C:20]1[CH:25]=[CH:24][CH:23]=[CH:22][C:21]=1[Cl:26].CC(C)=O. (7) The reactants are: [Br:1][C:2]1[CH:3]=[C:4]([NH2:14])[C:5]([NH2:13])=[C:6]2[C:11]=1[CH2:10][N:9]([CH3:12])[CH2:8][CH2:7]2.[C:15](O)(=[O:19])[C:16](O)=[O:17]. Given the product [Br:1][C:2]1[C:11]2[CH2:10][N:9]([CH3:12])[CH2:8][CH2:7][C:6]=2[C:5]2[NH:13][C:15](=[O:19])[C:16](=[O:17])[NH:14][C:4]=2[CH:3]=1, predict the reactants needed to synthesize it. (8) Given the product [F:34][CH:32]([F:33])[O:31][C:8]1[C:7]2[C:12](=[C:13]([F:16])[CH:14]=[CH:15][C:6]=2[O:5][CH2:4][C:3]([OH:35])=[O:2])[N:11]=[C:10]([CH2:17][CH3:18])[C:9]=1[CH2:19][C:20]1[CH:21]=[CH:22][C:23]([O:26][C:27]([F:30])([F:29])[F:28])=[CH:24][CH:25]=1, predict the reactants needed to synthesize it. The reactants are: C[O:2][C:3](=[O:35])[CH2:4][O:5][C:6]1[CH:15]=[CH:14][C:13]([F:16])=[C:12]2[C:7]=1[C:8]([O:31][CH:32]([F:34])[F:33])=[C:9]([CH2:19][C:20]1[CH:25]=[CH:24][C:23]([O:26][C:27]([F:30])([F:29])[F:28])=[CH:22][CH:21]=1)[C:10]([CH2:17][CH3:18])=[N:11]2.[OH-].[Li+].Cl. (9) Given the product [C:1]1([CH3:16])[CH:6]=[C:5]([CH3:7])[CH:4]=[C:3]([CH3:8])[C:2]=1[C:9]1[N:13]([S:40]([C:36]2[CH:35]=[N:34][CH:39]=[CH:38][CH:37]=2)(=[O:42])=[O:41])[CH:12]=[C:11]([CH:14]=[O:15])[CH:10]=1, predict the reactants needed to synthesize it. The reactants are: [C:1]1([CH3:16])[CH:6]=[C:5]([CH3:7])[CH:4]=[C:3]([CH3:8])[C:2]=1[C:9]1[NH:13][CH:12]=[C:11]([CH:14]=[O:15])[CH:10]=1.[H-].[Na+].C1OCCOCCOCCOCCOC1.[N:34]1[CH:39]=[CH:38][CH:37]=[C:36]([S:40](Cl)(=[O:42])=[O:41])[CH:35]=1.C(=O)([O-])O.[Na+].